This data is from TCR-epitope binding with 47,182 pairs between 192 epitopes and 23,139 TCRs. The task is: Binary Classification. Given a T-cell receptor sequence (or CDR3 region) and an epitope sequence, predict whether binding occurs between them. (1) The epitope is PROT_97E67BCC. The TCR CDR3 sequence is CASSALASGGDEQFF. Result: 1 (the TCR binds to the epitope). (2) The epitope is RQLLFVVEV. The TCR CDR3 sequence is CASSPDRGWQPQHF. Result: 1 (the TCR binds to the epitope). (3) The TCR CDR3 sequence is CASEPGQGPGGWSYEQYF. The epitope is SLFNTVATLY. Result: 1 (the TCR binds to the epitope). (4) The epitope is FLNGSCGSV. The TCR CDR3 sequence is CASSSTTVPVYEQYF. Result: 1 (the TCR binds to the epitope). (5) The epitope is MPASWVMRI. The TCR CDR3 sequence is CASPGAPKPPLWIYNEQFF. Result: 1 (the TCR binds to the epitope). (6) The epitope is RAKFKQLL. The TCR CDR3 sequence is CSARVAGVEQFF. Result: 1 (the TCR binds to the epitope). (7) The epitope is KAYNVTQAF. The TCR CDR3 sequence is CASMRQGSAGELFF. Result: 0 (the TCR does not bind to the epitope).